From a dataset of Peptide-MHC class I binding affinity with 185,985 pairs from IEDB/IMGT. Regression. Given a peptide amino acid sequence and an MHC pseudo amino acid sequence, predict their binding affinity value. This is MHC class I binding data. (1) The peptide sequence is KRLVARGLL. The MHC is Mamu-B03 with pseudo-sequence Mamu-B03. The binding affinity (normalized) is 0.729. (2) The peptide sequence is KFYGPFVDR. The MHC is Mamu-A2601 with pseudo-sequence Mamu-A2601. The binding affinity (normalized) is 0. (3) The peptide sequence is FQRKPFNNI. The MHC is HLA-B15:03 with pseudo-sequence HLA-B15:03. The binding affinity (normalized) is 0.798.